From a dataset of Forward reaction prediction with 1.9M reactions from USPTO patents (1976-2016). Predict the product of the given reaction. (1) Given the reactants [OH:1][C:2]1[C:10]2[C:5](=[CH:6][C:7]([C:11]([O:13][CH3:14])=[O:12])=[CH:8][CH:9]=2)[NH:4][N:3]=1.Cl[C:16]([O:18][CH2:19][CH3:20])=[O:17].O, predict the reaction product. The product is: [OH:1][C:2]1[C:10]2[C:5](=[CH:6][C:7]([C:11]([O:13][CH3:14])=[O:12])=[CH:8][CH:9]=2)[N:4]([C:16]([O:18][CH2:19][CH3:20])=[O:17])[N:3]=1. (2) Given the reactants [OH:1][CH2:2][C:3]1[CH:7]=[C:6]([C:8]2[CH:13]=[CH:12][C:11]([CH3:14])=[CH:10][CH:9]=2)[N:5]([C:15]2[CH:20]=[CH:19][C:18]([S:21]([NH2:24])(=[O:23])=[O:22])=[CH:17][CH:16]=2)[N:4]=1, predict the reaction product. The product is: [CH:2]([C:3]1[CH:7]=[C:6]([C:8]2[CH:13]=[CH:12][C:11]([CH3:14])=[CH:10][CH:9]=2)[N:5]([C:15]2[CH:20]=[CH:19][C:18]([S:21]([NH2:24])(=[O:22])=[O:23])=[CH:17][CH:16]=2)[N:4]=1)=[O:1]. (3) Given the reactants [N:1]([CH2:4][CH2:5][NH:6][C:7]1[C:8]([C:12]2[N:16]([C:17]3[CH:22]=[CH:21][C:20]([F:23])=[C:19]([Br:24])[CH:18]=3)[C:15](=[O:25])[O:14][N:13]=2)=[N:9][O:10][N:11]=1)=[N+]=[N-].[I-:26].[Na+].Cl[Si](C)(C)C.S([O-])([O-])(=O)=S.[Na+].[Na+], predict the reaction product. The product is: [IH:26].[NH2:1][CH2:4][CH2:5][NH:6][C:7]1[C:8]([C:12]2[N:16]([C:17]3[CH:22]=[CH:21][C:20]([F:23])=[C:19]([Br:24])[CH:18]=3)[C:15](=[O:25])[O:14][N:13]=2)=[N:9][O:10][N:11]=1. (4) Given the reactants [N:1]1([CH2:6][C:7]2([CH2:10][NH:11][C:12]([C:14]3[CH:19]=[CH:18][C:17]([NH:20][C:21]4[N:26]=[C:25]([O:27][CH2:28][C:29]([F:32])([F:31])[F:30])[N:24]=[C:23]([NH:33][C:34]5([C:37]6[CH:47]=[CH:46][C:40]([O:41][CH2:42][C:43](O)=[O:44])=[CH:39][CH:38]=6)[CH2:36][CH2:35]5)[N:22]=4)=[CH:16][CH:15]=3)=[O:13])[CH2:9][CH2:8]2)[CH2:5][CH2:4][CH2:3][CH2:2]1.[CH3:48][CH:49]([S:51]([NH2:54])(=[O:53])=[O:52])[CH3:50].C1CN([P+](ON2N=NC3C=CC=CC2=3)(N2CCCC2)N2CCCC2)CC1.F[P-](F)(F)(F)(F)F, predict the reaction product. The product is: [CH3:48][CH:49]([S:51]([NH:54][C:43](=[O:44])[CH2:42][O:41][C:40]1[CH:39]=[CH:38][C:37]([C:34]2([NH:33][C:23]3[N:24]=[C:25]([O:27][CH2:28][C:29]([F:32])([F:30])[F:31])[N:26]=[C:21]([NH:20][C:17]4[CH:16]=[CH:15][C:14]([C:12]([NH:11][CH2:10][C:7]5([CH2:6][N:1]6[CH2:2][CH2:3][CH2:4][CH2:5]6)[CH2:9][CH2:8]5)=[O:13])=[CH:19][CH:18]=4)[N:22]=3)[CH2:35][CH2:36]2)=[CH:47][CH:46]=1)(=[O:53])=[O:52])[CH3:50]. (5) Given the reactants [C:1]([N:8]1[CH:12]=[CH:11][N:10]=C1)([N:3]1[CH:7]=[CH:6]N=C1)=[S:2].[CH3:13][O:14][C:15]1[CH:20]=[CH:19][C:18]([CH:21]([C:49]2[CH:54]=[CH:53][C:52]([O:55][CH3:56])=[CH:51][CH:50]=2)[N:22]2[C:26]3[C:27]4[C:32]([CH2:33][C:25]=3[C:24]([C:42]3[S:46]C(CN)=[CH:44][CH:43]=3)=[N:23]2)=[CH:31][C:30]([CH2:34][N:35]2[CH2:40][CH2:39][N:38]([CH3:41])[CH2:37][CH2:36]2)=[CH:29][CH:28]=4)=[CH:17][CH:16]=1.N[C:58]1[CH:59]=[C:60]([CH3:65])[CH:61]=CC=1N, predict the reaction product. The product is: [NH2:10][C:11]1[CH:58]=[CH:59][C:60]([CH3:65])=[CH:61][C:12]=1[NH:8][C:1]([NH:3][CH2:7][C:6]1[S:46][C:42]([C:24]2[C:25]3[CH2:33][C:32]4[C:27](=[CH:28][CH:29]=[C:30]([CH2:34][N:35]5[CH2:40][CH2:39][N:38]([CH3:41])[CH2:37][CH2:36]5)[CH:31]=4)[C:26]=3[N:22]([CH:21]([C:18]3[CH:19]=[CH:20][C:15]([O:14][CH3:13])=[CH:16][CH:17]=3)[C:49]3[CH:50]=[CH:51][C:52]([O:55][CH3:56])=[CH:53][CH:54]=3)[N:23]=2)=[CH:43][CH:44]=1)=[S:2]. (6) Given the reactants [F:1][C:2]1[CH:11]=[C:10](B2OC(C)(C)C(C)(C)O2)[CH:9]=[CH:8][C:3]=1[C:4]([O:6][CH3:7])=[O:5].Br[C:22]1[C:23]([NH2:34])=[N:24][CH:25]=[C:26]([CH:28]2[CH2:33][CH2:32][O:31][CH2:30][CH2:29]2)[N:27]=1.COCCOC.C([O-])([O-])=O.[Na+].[Na+], predict the reaction product. The product is: [NH2:34][C:23]1[C:22]([C:10]2[CH:9]=[CH:8][C:3]([C:4]([O:6][CH3:7])=[O:5])=[C:2]([F:1])[CH:11]=2)=[N:27][C:26]([CH:28]2[CH2:33][CH2:32][O:31][CH2:30][CH2:29]2)=[CH:25][N:24]=1.